This data is from Reaction yield outcomes from USPTO patents with 853,638 reactions. The task is: Predict the reaction yield, written as a fraction of the theoretical maximum amount of product (1.0 means a 100% yield; for example, 0.34 means a 34% yield). (1) The reactants are [Cl-].O[NH3+:3].[C:4](=[O:7])([O-])[OH:5].[Na+].CS(C)=O.[CH2:13]([C:17]1[N:18]=[C:19]([CH3:52])[N:20]([CH2:39][C:40]([CH3:51])([CH3:50])[CH2:41][O:42][Si](C(C)(C)C)(C)C)[C:21](=[O:38])[C:22]=1[CH2:23][C:24]1[CH:29]=[CH:28][C:27]([C:30]2[C:31]([C:36]#[N:37])=[CH:32][CH:33]=[CH:34][CH:35]=2)=[CH:26][CH:25]=1)[CH2:14][CH2:15][CH3:16]. The catalyst is C(OCC)(=O)C. The product is [CH2:13]([C:17]1[N:18]=[C:19]([CH3:52])[N:20]([CH2:39][C:40]([CH3:50])([CH3:51])[CH2:41][OH:42])[C:21](=[O:38])[C:22]=1[CH2:23][C:24]1[CH:29]=[CH:28][C:27]([C:30]2[CH:35]=[CH:34][CH:33]=[CH:32][C:31]=2[C:36]2[NH:3][C:4](=[O:7])[O:5][N:37]=2)=[CH:26][CH:25]=1)[CH2:14][CH2:15][CH3:16]. The yield is 0.480. (2) The reactants are [CH2:1]([N:8]([CH2:12][C@H:13]1[NH:17][C:16](=[O:18])[CH2:15][CH2:14]1)[CH2:9][CH2:10][OH:11])[C:2]1[CH:7]=[CH:6][CH:5]=[CH:4][CH:3]=1.[CH3:19][S:20](Cl)(=[O:22])=[O:21]. The catalyst is C(O)C.C(Cl)Cl. The product is [CH2:1]([N:8]([CH2:12][C@@H:13]1[CH2:14][CH2:15][C:16](=[O:18])[NH:17]1)[CH2:9][CH2:10][O:11][S:20]([CH3:19])(=[O:22])=[O:21])[C:2]1[CH:3]=[CH:4][CH:5]=[CH:6][CH:7]=1. The yield is 0.630. (3) The reactants are [CH3:1][O:2][C:3]([C:5]1[CH:23]=[CH:22][C:8]([C:9]([NH:11][CH2:12][C:13]2[CH:21]=[CH:20][C:16]([C:17]([OH:19])=O)=[CH:15][CH:14]=2)=[O:10])=[CH:7][CH:6]=1)=[O:4].CN1CCOCC1.ClC(OCC(C)C)=O.[NH:39]([C:41]([O:43][C:44]([CH3:47])([CH3:46])[CH3:45])=[O:42])[NH2:40]. The catalyst is C1COCC1. The product is [CH3:1][O:2][C:3]([C:5]1[CH:6]=[CH:7][C:8]([C:9]([NH:11][CH2:12][C:13]2[CH:21]=[CH:20][C:16]([C:17]([NH:40][NH:39][C:41]([O:43][C:44]([CH3:47])([CH3:46])[CH3:45])=[O:42])=[O:19])=[CH:15][CH:14]=2)=[O:10])=[CH:22][CH:23]=1)=[O:4]. The yield is 0.550.